From a dataset of Peptide-MHC class I binding affinity with 185,985 pairs from IEDB/IMGT. Regression. Given a peptide amino acid sequence and an MHC pseudo amino acid sequence, predict their binding affinity value. This is MHC class I binding data. (1) The peptide sequence is FADINGKLY. The MHC is HLA-A03:01 with pseudo-sequence HLA-A03:01. The binding affinity (normalized) is 0.0847. (2) The binding affinity (normalized) is 0.487. The MHC is HLA-B35:01 with pseudo-sequence HLA-B35:01. The peptide sequence is VPISHLYIL. (3) The peptide sequence is YSQGAFTPL. The MHC is HLA-B51:01 with pseudo-sequence HLA-B51:01. The binding affinity (normalized) is 0.213. (4) The peptide sequence is ALPPRAYAM. The MHC is Patr-B0101 with pseudo-sequence Patr-B0101. The binding affinity (normalized) is 0.